From a dataset of Forward reaction prediction with 1.9M reactions from USPTO patents (1976-2016). Predict the product of the given reaction. (1) Given the reactants CCN(C(C)C)C(C)C.Br[C:11]1[S:12][C:13]([C:16]2[CH:21]=[CH:20][C:19]([C:22]3[CH:23]=[N:24][N:25]([CH3:27])[CH:26]=3)=[CH:18][C:17]=2[O:28][CH3:29])=[N:14][N:15]=1.[CH2:30]1[C:33]2([CH2:38][CH2:37][CH2:36][N:35](C(OC(C)(C)C)=O)[CH2:34]2)[CH2:32][NH:31]1.C(O)(C(F)(F)F)=O, predict the reaction product. The product is: [CH3:29][O:28][C:17]1[CH:18]=[C:19]([C:22]2[CH:23]=[N:24][N:25]([CH3:27])[CH:26]=2)[CH:20]=[CH:21][C:16]=1[C:13]1[S:12][C:11]([N:31]2[CH2:32][C:33]3([CH2:38][CH2:37][CH2:36][NH:35][CH2:34]3)[CH2:30]2)=[N:15][N:14]=1. (2) Given the reactants [CH3:1][N:2]1[C:8]2[CH:9]=[CH:10][CH:11]=[CH:12][C:7]=2[CH2:6][NH:5][C:4]2[CH:13]=[CH:14][CH:15]=[CH:16][C:3]1=2.C(N(CC)C(C)C)(C)C.[CH:26]1([C:32]2[CH:40]=[CH:39][C:35]([C:36](Cl)=[O:37])=[CH:34][CH:33]=2)[CH2:31][CH2:30][CH2:29][CH2:28][CH2:27]1, predict the reaction product. The product is: [CH:26]1([C:32]2[CH:33]=[CH:34][C:35]([C:36]([N:5]3[CH2:6][C:7]4[CH:12]=[CH:11][CH:10]=[CH:9][C:8]=4[N:2]([CH3:1])[C:3]4[CH:16]=[CH:15][CH:14]=[CH:13][C:4]3=4)=[O:37])=[CH:39][CH:40]=2)[CH2:27][CH2:28][CH2:29][CH2:30][CH2:31]1. (3) Given the reactants [C:1]([O:5][C:6]([NH:8][CH2:9][C@H:10]1[CH2:15][CH2:14][C@H:13]([C:16]([NH:18][C@@H:19]([CH2:23][C:24]2[CH:29]=[CH:28][C:27]([C:30]3[CH:35]=[CH:34][C:33]([C:36](=[O:41])[NH:37][CH:38]([CH3:40])[CH3:39])=[CH:32][C:31]=3[CH3:42])=[CH:26][CH:25]=2)[C:20](O)=[O:21])=[O:17])[CH2:12][CH2:11]1)=[O:7])([CH3:4])([CH3:3])[CH3:2].[NH2:43][C:44]1[CH:49]=[CH:48][C:47]([C:50]2[NH:51][C:52]([CH2:55][CH2:56][C:57]([O:59][C:60]([CH3:63])([CH3:62])[CH3:61])=[O:58])=[N:53][N:54]=2)=[CH:46][CH:45]=1.C(N(CC)C(C)C)(C)C.C(P1(=O)OP(=O)(CCC)OP(=O)(CCC)O1)CC, predict the reaction product. The product is: [C:1]([O:5][C:6]([NH:8][CH2:9][C@H:10]1[CH2:15][CH2:14][C@H:13]([C:16]([NH:18][C@@H:19]([CH2:23][C:24]2[CH:25]=[CH:26][C:27]([C:30]3[CH:35]=[CH:34][C:33]([C:36](=[O:41])[NH:37][CH:38]([CH3:39])[CH3:40])=[CH:32][C:31]=3[CH3:42])=[CH:28][CH:29]=2)[C:20]([NH:43][C:44]2[CH:45]=[CH:46][C:47]([C:50]3[NH:51][C:52]([CH2:55][CH2:56][C:57]([O:59][C:60]([CH3:63])([CH3:62])[CH3:61])=[O:58])=[N:53][N:54]=3)=[CH:48][CH:49]=2)=[O:21])=[O:17])[CH2:12][CH2:11]1)=[O:7])([CH3:2])([CH3:3])[CH3:4].